Dataset: Reaction yield outcomes from USPTO patents with 853,638 reactions. Task: Predict the reaction yield, written as a fraction of the theoretical maximum amount of product (1.0 means a 100% yield; for example, 0.34 means a 34% yield). (1) The reactants are Br[C:2]1[C:3]([NH:21][C:22]2[CH:26]=[C:25]([CH:27]3[CH2:29][CH2:28]3)[NH:24][N:23]=2)=[N:4][C:5]([C:8]2[S:12][C:11]([S:13]([NH:16][C:17]([CH3:20])([CH3:19])[CH3:18])(=[O:15])=[O:14])=[CH:10][CH:9]=2)=[N:6][CH:7]=1.[CH2:30]([Sn](CCCC)(CCCC)C=C)[CH2:31]CC. The catalyst is [N+](CCCC)(CCCC)(CCCC)CCCC.[Br-].O1CCOCC1. The product is [C:17]([NH:16][S:13]([C:11]1[S:12][C:8]([C:5]2[N:4]=[C:3]([NH:21][C:22]3[CH:26]=[C:25]([CH:27]4[CH2:29][CH2:28]4)[NH:24][N:23]=3)[C:2]([CH:30]=[CH2:31])=[CH:7][N:6]=2)=[CH:9][CH:10]=1)(=[O:15])=[O:14])([CH3:20])([CH3:19])[CH3:18]. The yield is 0.800. (2) The yield is 0.850. The catalyst is O1CCCC1.CN(C)C=O.O. The reactants are [H-].[Na+].[Br:3][C:4]1[NH:8][CH:7]=[C:6]([CH2:9][N:10]([CH3:18])[C:11](=[O:17])[O:12][C:13]([CH3:16])([CH3:15])[CH3:14])[CH:5]=1.C1OCCOCCOCCOCCOC1.Cl.[N:35]1[CH:40]=[CH:39][CH:38]=[C:37]([S:41](Cl)(=[O:43])=[O:42])[CH:36]=1. The product is [Br:3][C:4]1[N:8]([S:41]([C:37]2[CH:36]=[N:35][CH:40]=[CH:39][CH:38]=2)(=[O:43])=[O:42])[CH:7]=[C:6]([CH2:9][N:10]([CH3:18])[C:11](=[O:17])[O:12][C:13]([CH3:14])([CH3:15])[CH3:16])[CH:5]=1. (3) The reactants are [OH-].[Na+].BrBr.Br[O-].[CH2:7]([O:14][CH2:15][C:16]12[CH2:24][CH:20]3[CH2:21][CH:22]([CH2:23]1)[C:18]([C:25](=[O:27])C)([CH2:19]3)[CH2:17]2)[C:8]1[CH:13]=[CH:12][CH:11]=[CH:10][CH:9]=1.CC(O)=[O:30]. The catalyst is O1CCOCC1.O. The product is [CH2:7]([O:14][CH2:15][C:16]12[CH2:24][CH:20]3[CH2:21][CH:22]([CH2:23]1)[C:18]([C:25]([OH:30])=[O:27])([CH2:19]3)[CH2:17]2)[C:8]1[CH:9]=[CH:10][CH:11]=[CH:12][CH:13]=1. The yield is 0.550. (4) The reactants are [CH2:1]([OH:6])[CH:2]([OH:5])[CH2:3][OH:4].N1C=CN=C1.[CH3:12][C:13]([Si:16](Cl)([C:23]1[CH:28]=[CH:27][CH:26]=[CH:25][CH:24]=1)[C:17]1[CH:22]=[CH:21][CH:20]=[CH:19][CH:18]=1)([CH3:15])[CH3:14].O. The catalyst is CN(C=O)C.CCOC(C)=O. The product is [Si:16]([O:6][CH2:1][CH:2]([OH:5])[CH2:3][OH:4])([C:13]([CH3:15])([CH3:14])[CH3:12])([C:23]1[CH:24]=[CH:25][CH:26]=[CH:27][CH:28]=1)[C:17]1[CH:22]=[CH:21][CH:20]=[CH:19][CH:18]=1. The yield is 0.720. (5) The reactants are F[C:2]1[N:7]2[CH:8]=[C:9]([CH2:11][N:12]([CH3:23])[C@@H:13]3[C:22]4[N:21]=[CH:20][CH:19]=[CH:18][C:17]=4[CH2:16][CH2:15][CH2:14]3)[N:10]=[C:6]2[CH:5]=[CH:4][CH:3]=1.[C:24]([NH:31][CH:32]1[CH2:37][CH2:36][NH:35][CH2:34][CH2:33]1)([O:26][C:27]([CH3:30])([CH3:29])[CH3:28])=[O:25]. The catalyst is C(#N)C.ClCCl. The product is [CH3:23][N:12]([CH2:11][C:9]1[N:10]=[C:6]2[CH:5]=[CH:4][CH:3]=[C:2]([N:35]3[CH2:34][CH2:33][CH:32]([NH:31][C:24](=[O:25])[O:26][C:27]([CH3:29])([CH3:28])[CH3:30])[CH2:37][CH2:36]3)[N:7]2[CH:8]=1)[C@@H:13]1[C:22]2[N:21]=[CH:20][CH:19]=[CH:18][C:17]=2[CH2:16][CH2:15][CH2:14]1. The yield is 0.800. (6) The reactants are [S:1]([N:11]1[C:15]2[N:16]=[CH:17][C:18]3[N:19]([CH:20]=[N:21][C:22]=3[C:23]3[CH:28]=[CH:27][C:26]([C:29]([OH:32])([CH3:31])[CH3:30])=[CH:25][CH:24]=3)[C:14]=2[CH:13]=[CH:12]1)([C:4]1[CH:10]=[CH:9][C:7]([CH3:8])=[CH:6][CH:5]=1)(=[O:3])=[O:2].C1C(=O)N([Br:40])C(=O)C1. The catalyst is CN(C=O)C.O. The product is [Br:40][C:20]1[N:19]2[C:14]3[CH:13]=[CH:12][N:11]([S:1]([C:4]4[CH:5]=[CH:6][C:7]([CH3:8])=[CH:9][CH:10]=4)(=[O:2])=[O:3])[C:15]=3[N:16]=[CH:17][C:18]2=[C:22]([C:23]2[CH:28]=[CH:27][C:26]([C:29]([OH:32])([CH3:30])[CH3:31])=[CH:25][CH:24]=2)[N:21]=1. The yield is 0.850. (7) The reactants are [CH3:1][O:2][C:3]1[CH:4]=[C:5]2[C:10](=[CH:11][C:12]=1[O:13][CH3:14])[N:9]=[CH:8][N:7]=[C:6]2[S:15][C:16]1[CH:17]=[C:18]([CH:20]=[CH:21][CH:22]=1)[NH2:19].[CH3:23][O:24][CH2:25][CH2:26][O:27][C:28]1[CH:29]=[C:30]([NH:38][C:39](=O)[O-:40])[CH:31]=[C:32]([C:34]([F:37])([F:36])[F:35])[CH:33]=1. No catalyst specified. The product is [CH3:1][O:2][C:3]1[CH:4]=[C:5]2[C:10](=[CH:11][C:12]=1[O:13][CH3:14])[N:9]=[CH:8][N:7]=[C:6]2[S:15][C:16]1[CH:17]=[C:18]([NH:19][C:39]([NH:38][C:30]2[CH:31]=[C:32]([C:34]([F:36])([F:37])[F:35])[CH:33]=[C:28]([O:27][CH2:26][CH2:25][O:24][CH3:23])[CH:29]=2)=[O:40])[CH:20]=[CH:21][CH:22]=1. The yield is 0.690.